Dataset: Forward reaction prediction with 1.9M reactions from USPTO patents (1976-2016). Task: Predict the product of the given reaction. (1) Given the reactants C1(C)C=CC(S(O)(=O)=[O:8])=CC=1.C1(C)C=CC(S(O)(=O)=O)=CC=1.[OH:23][CH2:24][CH:25]([CH2:27][OH:28])[OH:26].[C:29]1(=[O:35])[O:34][C:32](=[O:33])[CH:31]=[CH:30]1, predict the reaction product. The product is: [OH:23][CH2:24][CH:25]([CH2:27][OH:28])[OH:26].[C:29]([O-:34])(=[O:35])/[CH:30]=[CH:31]\[C:32]([O-:8])=[O:33]. (2) Given the reactants [OH:1][C:2]1[CH:9]=[CH:8][C:7]([C:10]2[C:19]([CH3:20])=[CH:18][C:17]3[C:16]([CH3:22])([CH3:21])[CH2:15][CH2:14][C:13]([CH3:24])([CH3:23])[C:12]=3[CH:11]=2)=[CH:6][C:3]=1[CH:4]=[O:5].I[CH3:26], predict the reaction product. The product is: [CH3:26][O:1][C:2]1[CH:9]=[CH:8][C:7]([C:10]2[C:19]([CH3:20])=[CH:18][C:17]3[C:16]([CH3:22])([CH3:21])[CH2:15][CH2:14][C:13]([CH3:24])([CH3:23])[C:12]=3[CH:11]=2)=[CH:6][C:3]=1[CH:4]=[O:5]. (3) Given the reactants [CH2:1]([O:3][C:4]([C:6]1[NH:10][C:9]2[S:11][C:12]([CH:14]=O)=[CH:13][C:8]=2[CH:7]=1)=[O:5])[CH3:2].[BH3-]C#N.[Na+], predict the reaction product. The product is: [CH2:1]([O:3][C:4]([C:6]1[NH:10][C:9]2[S:11][C:12]([CH3:14])=[CH:13][C:8]=2[CH:7]=1)=[O:5])[CH3:2]. (4) Given the reactants [Si:1]([O:8][CH2:9][C@H:10]1[C@@H:17]2[C@@H:13](OC(=S)O2)[C@H:12]([N:19]2[C:23]3[N:24]=[CH:25][N:26]=[C:27]([NH:28][C@@H:29]4[C:37]5[C:32](=[CH:33][CH:34]=[CH:35][CH:36]=5)[CH2:31][CH2:30]4)[C:22]=3[CH:21]=[CH:20]2)[CH2:11]1)([C:4]([CH3:7])([CH3:6])[CH3:5])([CH3:3])[CH3:2].CN1CCN(C)P1C1C=CC=CC=1, predict the reaction product. The product is: [Si:1]([O:8][CH2:9][C@@H:10]1[CH2:11][C@@H:12]([N:19]2[C:23]3[N:24]=[CH:25][N:26]=[C:27]([NH:28][C@@H:29]4[C:37]5[C:32](=[CH:33][CH:34]=[CH:35][CH:36]=5)[CH2:31][CH2:30]4)[C:22]=3[CH:21]=[CH:20]2)[CH:13]=[CH:17]1)([C:4]([CH3:7])([CH3:5])[CH3:6])([CH3:2])[CH3:3]. (5) The product is: [CH3:23][C:22]([NH:1][CH2:2][C@@H:3]1[O:7][C:6](=[O:8])[N:5]([C:9]2[CH:14]=[CH:13][C:12]([N:15]3[CH2:16][CH2:17][O:18][CH2:19][CH2:20]3)=[C:11]([F:21])[CH:10]=2)[CH2:4]1)=[O:24]. Given the reactants [NH2:1][CH2:2][C@@H:3]1[O:7][C:6](=[O:8])[N:5]([C:9]2[CH:14]=[CH:13][C:12]([N:15]3[CH2:20][CH2:19][O:18][CH2:17][CH2:16]3)=[C:11]([F:21])[CH:10]=2)[CH2:4]1.[C:22](OC(=O)C)(=[O:24])[CH3:23].C(N(CC)CC)C, predict the reaction product. (6) Given the reactants CC1C=CC(S(O[CH2:12][CH2:13][CH2:14][C:15]2[C:23]3[C:18](=[CH:19][CH:20]=[C:21]([C:24]#[N:25])[CH:22]=3)[NH:17][CH:16]=2)(=O)=O)=CC=1.[CH3:26][C:27]1[CH:32]=[C:31]([CH3:33])[N:30]=[C:29]([N:34]2[CH2:39][CH2:38][NH:37][CH2:36][CH2:35]2)[N:28]=1.C(=O)([O-])[O-].[K+].[K+].[I-].[K+], predict the reaction product. The product is: [CH3:26][C:27]1[CH:32]=[C:31]([CH3:33])[N:30]=[C:29]([N:34]2[CH2:35][CH2:36][N:37]([CH2:12][CH2:13][CH2:14][C:15]3[C:23]4[C:18](=[CH:19][CH:20]=[C:21]([C:24]#[N:25])[CH:22]=4)[NH:17][CH:16]=3)[CH2:38][CH2:39]2)[N:28]=1. (7) Given the reactants [CH3:1][N:2]([CH2:4][CH2:5][C:6]1[C:7]2[CH:13]=[CH:12][S:11][C:8]=2[NH:9][CH:10]=1)[CH3:3].[C:14]1([S:20](Cl)(=[O:22])=[O:21])[CH:19]=[CH:18][CH:17]=[CH:16][CH:15]=1.CC([O-])(C)C.[K+], predict the reaction product. The product is: [CH3:1][N:2]([CH2:4][CH2:5][C:6]1[C:7]2[CH:13]=[CH:12][S:11][C:8]=2[N:9]([S:20]([C:14]2[CH:19]=[CH:18][CH:17]=[CH:16][CH:15]=2)(=[O:22])=[O:21])[CH:10]=1)[CH3:3].